This data is from Full USPTO retrosynthesis dataset with 1.9M reactions from patents (1976-2016). The task is: Predict the reactants needed to synthesize the given product. (1) Given the product [ClH:22].[CH3:1][O:2][C:3]1[CH:4]=[C:5]([C:23]2[CH:24]=[C:25]([CH2:29][N:30]3[CH:34]=[CH:33][N:32]=[C:31]3[CH3:35])[N:26]=[N:27][CH:28]=2)[C:6]2[C:11]([CH:12]=1)=[CH:10][CH:9]=[CH:8][CH:7]=2, predict the reactants needed to synthesize it. The reactants are: [CH3:1][O:2][C:3]1[CH:4]=[C:5](B2OC(C)(C)C(C)(C)O2)[C:6]2[C:11]([CH:12]=1)=[CH:10][CH:9]=[CH:8][CH:7]=2.[Cl:22][C:23]1[CH:24]=[C:25]([CH2:29][N:30]2[CH:34]=[CH:33][N:32]=[C:31]2[CH3:35])[N:26]=[N:27][CH:28]=1. (2) Given the product [CH3:1][C:2]1[CH:6]=[C:5]([N:7]([C:8]([O:9][CH2:10][C:11]([Cl:12])([Cl:14])[Cl:13])=[O:15])[C@H:17]([C:18]([O:20][CH3:21])=[O:19])[CH2:22][CH:23]([CH3:25])[CH3:24])[S:4][N:3]=1, predict the reactants needed to synthesize it. The reactants are: [CH3:1][C:2]1[CH:6]=[C:5]([NH:7][C:8](=[O:15])[O:9][CH2:10][C:11]([Cl:14])([Cl:13])[Cl:12])[S:4][N:3]=1.O[C@H:17]([CH2:22][CH:23]([CH3:25])[CH3:24])[C:18]([O:20][CH3:21])=[O:19].C1(P(C2C=CC=CC=2)C2C=CC=CC=2)C=CC=CC=1.CC(OC(/N=N/C(OC(C)C)=O)=O)C. (3) Given the product [NH2:33][CH2:32][C:31]1[CH:30]=[C:29]([CH:43]=[CH:42][CH:41]=1)[CH2:28][N:21]1[C:20](=[O:44])[C:19]2[C:23](=[CH:24][CH:25]=[CH:26][C:18]=2[NH:17][C:15]([C:13]2[S:14][C:10]([Cl:9])=[CH:11][CH:12]=2)=[O:16])[C:22]1=[O:27], predict the reactants needed to synthesize it. The reactants are: C(O)(C(F)(F)F)=O.O.[Cl:9][C:10]1[S:14][C:13]([C:15]([NH:17][C:18]2[CH:26]=[CH:25][CH:24]=[C:23]3[C:19]=2[C:20](=[O:44])[N:21]([CH2:28][C:29]2[CH:30]=[C:31]([CH:41]=[CH:42][CH:43]=2)[CH2:32][NH:33]C(=O)OC(C)(C)C)[C:22]3=[O:27])=[O:16])=[CH:12][CH:11]=1. (4) Given the product [CH3:20][O:19][C:17](=[O:18])[CH:16]([NH:21][C:22]([C:24]1[S:25][CH:26]=[C:27]([C:29]2[CH:30]=[CH:31][C:32]([NH:35][C:2]([NH:1][C:4]3[CH:5]=[CH:6][C:7]([C:10]([F:11])([F:12])[F:13])=[CH:8][CH:9]=3)=[O:3])=[CH:33][CH:34]=2)[N:28]=1)=[O:23])[CH:15]([CH3:38])[CH3:14], predict the reactants needed to synthesize it. The reactants are: [N:1]([C:4]1[CH:9]=[CH:8][C:7]([C:10]([F:13])([F:12])[F:11])=[CH:6][CH:5]=1)=[C:2]=[O:3].[CH3:14][CH:15]([CH3:38])[CH:16]([NH:21][C:22]([C:24]1[S:25][CH:26]=[C:27]([C:29]2[CH:34]=[CH:33][C:32]([N+:35]([O-])=O)=[CH:31][CH:30]=2)[N:28]=1)=[O:23])[C:17]([O:19][CH3:20])=[O:18]. (5) Given the product [Cl:18][C:19]1[N:20]=[N+:21]([O-:13])[C:22]([Cl:25])=[CH:23][CH:24]=1, predict the reactants needed to synthesize it. The reactants are: OO.S([O-])([O-])(=O)=O.[Mg+2].ClC1=C(Cl)C(OC1=O)=[O:13].[Cl:18][C:19]1[N:20]=[N:21][C:22]([Cl:25])=[CH:23][CH:24]=1.S([O-])([O-])=O.[Na+].[Na+]. (6) The reactants are: FC(F)(F)C(O)=O.[NH2:8][C@@H:9]1[CH2:13][C@@H:12]([CH:14]([CH3:16])[CH3:15])[N:11]([O:17][CH2:18][C:19]2[CH:24]=[CH:23][CH:22]=[CH:21][CH:20]=2)[C:10]1=[O:25].C(N(CC)CC)C.[F:33][C:34]([F:52])([F:51])[C:35]1[CH:40]=[CH:39][C:38]([C:41]2[CH:46]=[CH:45][C:44]([S:47](Cl)(=[O:49])=[O:48])=[CH:43][CH:42]=2)=[CH:37][CH:36]=1. Given the product [CH2:18]([O:17][N:11]1[C@H:12]([CH:14]([CH3:16])[CH3:15])[CH2:13][C@@H:9]([NH:8][S:47]([C:44]2[CH:43]=[CH:42][C:41]([C:38]3[CH:39]=[CH:40][C:35]([C:34]([F:33])([F:51])[F:52])=[CH:36][CH:37]=3)=[CH:46][CH:45]=2)(=[O:49])=[O:48])[C:10]1=[O:25])[C:19]1[CH:24]=[CH:23][CH:22]=[CH:21][CH:20]=1, predict the reactants needed to synthesize it. (7) The reactants are: [C:1]([CH2:3][C:4]1([CH2:17][OH:18])[CH2:9][CH2:8][N:7]([C:10]([O:12][C:13]([CH3:16])([CH3:15])[CH3:14])=[O:11])[CH2:6][CH2:5]1)#[N:2].CC(OI1(OC(C)=O)(OC(C)=O)OC(=O)C2C=CC=CC1=2)=O.[O-]S([O-])(=S)=O.[Na+].[Na+]. Given the product [C:1]([CH2:3][C:4]1([CH:17]=[O:18])[CH2:9][CH2:8][N:7]([C:10]([O:12][C:13]([CH3:14])([CH3:16])[CH3:15])=[O:11])[CH2:6][CH2:5]1)#[N:2], predict the reactants needed to synthesize it.